This data is from Forward reaction prediction with 1.9M reactions from USPTO patents (1976-2016). The task is: Predict the product of the given reaction. (1) Given the reactants S(Cl)(Cl)=O.CO.[NH2:7][C:8]1[C:16]([Cl:17])=[CH:15][C:11]([C:12]([OH:14])=[O:13])=[CH:10][C:9]=1[Cl:18].[C:19](=O)(O)[O-].[Na+], predict the reaction product. The product is: [NH2:7][C:8]1[C:9]([Cl:18])=[CH:10][C:11]([C:12]([O:14][CH3:19])=[O:13])=[CH:15][C:16]=1[Cl:17]. (2) Given the reactants C[Si](C)(C)[N:3]1[CH:6]([C:7]2[CH:12]=[CH:11][CH:10]=[CH:9][CH:8]=2)[CH:5]([O:13][Si:14]([CH3:17])([CH3:16])[CH3:15])[C:4]1=[O:18].C(N(CC)CC)C.CO, predict the reaction product. The product is: [CH3:15][Si:14]([CH3:17])([CH3:16])[O:13][C@H:5]1[C@@H:6]([C:7]2[CH:12]=[CH:11][CH:10]=[CH:9][CH:8]=2)[NH:3][C:4]1=[O:18].